From a dataset of Peptide-MHC class I binding affinity with 185,985 pairs from IEDB/IMGT. Regression. Given a peptide amino acid sequence and an MHC pseudo amino acid sequence, predict their binding affinity value. This is MHC class I binding data. (1) The peptide sequence is RRTPSPRRR. The MHC is Patr-A0401 with pseudo-sequence Patr-A0401. The binding affinity (normalized) is 0.306. (2) The peptide sequence is ILAKDFLLV. The MHC is HLA-A02:06 with pseudo-sequence HLA-A02:06. The binding affinity (normalized) is 0.914. (3) The peptide sequence is WTDLFDNKV. The MHC is HLA-B39:01 with pseudo-sequence HLA-B39:01. The binding affinity (normalized) is 0.0847.